Predict the reactants needed to synthesize the given product. From a dataset of Full USPTO retrosynthesis dataset with 1.9M reactions from patents (1976-2016). (1) Given the product [Cl:1][C:2]1[CH:10]=[C:9]2[C:5]([C:6]([C:11]([OH:13])=[O:12])=[CH:7][NH:8]2)=[CH:4][C:3]=1[C:15]1[CH:20]=[CH:19][C:18]([O:21][CH2:22][CH2:23][CH2:24][OH:25])=[C:17]([O:26][CH3:27])[CH:16]=1, predict the reactants needed to synthesize it. The reactants are: [Cl:1][C:2]1[CH:10]=[C:9]2[C:5]([C:6]([C:11]([O:13]C)=[O:12])=[CH:7][NH:8]2)=[CH:4][C:3]=1[C:15]1[CH:20]=[CH:19][C:18]([O:21][CH2:22][CH2:23][CH2:24][OH:25])=[C:17]([O:26][CH3:27])[CH:16]=1.[OH-].[Na+].Cl. (2) Given the product [Cl:27][C:14]1[CH:15]=[C:16]2[C:11](=[CH:12][CH:13]=1)[N:10]=[C:9]([O:28][CH:29]([CH3:34])[C:30]([F:33])([F:31])[F:32])[C:8]([C:6]([OH:7])=[O:5])=[C:17]2[C:18]1[CH:23]=[CH:22][CH:21]=[C:20]([CH:24]([CH3:26])[CH3:25])[CH:19]=1, predict the reactants needed to synthesize it. The reactants are: C([O:5][C:6]([C:8]1[C:9]([O:28][CH:29]([CH3:34])[C:30]([F:33])([F:32])[F:31])=[N:10][C:11]2[C:16]([C:17]=1[C:18]1[CH:23]=[CH:22][CH:21]=[C:20]([CH:24]([CH3:26])[CH3:25])[CH:19]=1)=[CH:15][C:14]([Cl:27])=[CH:13][CH:12]=2)=[O:7])(C)(C)C.Cl. (3) Given the product [OH:13][CH:11]([C@@H:14]1[CH2:15][CH2:16][C@H:17]([NH:20][C:21](=[O:27])[O:22][C:23]([CH3:26])([CH3:25])[CH3:24])[CH2:18][CH2:19]1)[CH3:12], predict the reactants needed to synthesize it. The reactants are: [H-].C([Al+]CC(C)C)C(C)C.[C:11]([C@@H:14]1[CH2:19][CH2:18][C@H:17]([NH:20][C:21](=[O:27])[O:22][C:23]([CH3:26])([CH3:25])[CH3:24])[CH2:16][CH2:15]1)(=[O:13])[CH3:12].C(C(C(C([O-])=O)O)O)([O-])=O.[K+].[Na+]. (4) Given the product [C:1]([C:4]1[C:8]([CH3:9])=[C:7]([Cl:10])[S:6][C:5]=1[C:12]1[CH:17]=[CH:16][CH:15]=[CH:14][CH:13]=1)(=[O:3])[CH3:2], predict the reactants needed to synthesize it. The reactants are: [C:1]([C:4]1[C:8]([CH3:9])=[C:7]([Cl:10])[S:6][C:5]=1Cl)(=[O:3])[CH3:2].[C:12]1(B(O)O)[CH:17]=[CH:16][CH:15]=[CH:14][CH:13]=1.C(=O)(O)[O-].[Na+]. (5) Given the product [Si:11]([O:10][CH2:9][C:5]1[CH:4]=[C:3]([CH:8]=[CH:7][CH:6]=1)[O:2][C:1]([O:18][CH2:19]/[C:20](/[C:30]1[CH:31]=[CH:32][C:33]([S:36]([CH3:39])(=[O:38])=[O:37])=[CH:34][CH:35]=1)=[C:21](/[C:24]1[CH:25]=[CH:26][CH:27]=[CH:28][CH:29]=1)\[C:22]([O:43][CH3:42])=[O:23])=[O:40])([C:14]([CH3:17])([CH3:16])[CH3:15])([CH3:13])[CH3:12], predict the reactants needed to synthesize it. The reactants are: [C:1](=[O:40])([O:18][CH2:19]/[C:20](/[C:30]1[CH:35]=[CH:34][C:33]([S:36]([CH3:39])(=[O:38])=[O:37])=[CH:32][CH:31]=1)=[C:21](/[C:24]1[CH:29]=[CH:28][CH:27]=[CH:26][CH:25]=1)\[CH2:22][OH:23])[O:2][C:3]1[CH:8]=[CH:7][CH:6]=[C:5]([CH2:9][O:10][Si:11]([C:14]([CH3:17])([CH3:16])[CH3:15])([CH3:13])[CH3:12])[CH:4]=1.C[C:42](OI1(OC(C)=O)(OC(C)=O)OC(=O)C2C=CC=CC1=2)=[O:43].[O-]Cl=O.[Na+].CC(=CC)C.[N+](=C)=[N-]. (6) Given the product [S:1]1[C:5]2[CH:6]=[CH:7][CH:8]=[CH:9][C:4]=2[N:3]=[C:2]1[N:10]([CH2:32][O:33][CH2:34][CH2:35][Si:36]([CH3:39])([CH3:38])[CH3:37])[C:11]([C:13]1[CH:14]=[CH:15][CH:16]=[C:17]2[C:22]=1[CH2:21][N:20]([C:23]1[S:24][CH:25]=[C:26]([C:28]([O:44][C:41]([CH3:43])([CH3:42])[CH3:40])=[O:29])[N:27]=1)[CH2:19][CH2:18]2)=[O:12], predict the reactants needed to synthesize it. The reactants are: [S:1]1[C:5]2[CH:6]=[CH:7][CH:8]=[CH:9][C:4]=2[N:3]=[C:2]1[N:10]([CH2:32][O:33][CH2:34][CH2:35][Si:36]([CH3:39])([CH3:38])[CH3:37])[C:11]([C:13]1[CH:14]=[CH:15][CH:16]=[C:17]2[C:22]=1[CH2:21][N:20]([C:23]1[S:24][CH:25]=[C:26]([C:28](OC)=[O:29])[N:27]=1)[CH2:19][CH2:18]2)=[O:12].[CH3:40][C:41]([O-:44])([CH3:43])[CH3:42].[K+]. (7) The reactants are: C(#N)C.I(O)(=O)(=O)=[O:5].[CH3:9][O:10][C:11]([C:13]1[CH:17]=[C:16]([CH2:18][CH2:19][CH2:20][CH2:21][OH:22])[S:15][CH:14]=1)=[O:12]. Given the product [CH3:9][O:10][C:11]([C:13]1[CH:17]=[C:16]([CH2:18][CH2:19][CH2:20][C:21]([OH:5])=[O:22])[S:15][CH:14]=1)=[O:12], predict the reactants needed to synthesize it. (8) Given the product [C:28]([O:31][CH2:32][C:33](=[O:34])[CH2:35][N:13]([S:10]([C:5]1[CH:6]=[CH:7][CH:8]=[CH:9][C:4]=1[N+:1]([O-:3])=[O:2])(=[O:12])=[O:11])[CH2:14][C:15]([O:17][CH2:18][CH3:19])=[O:16])(=[O:30])[CH3:29], predict the reactants needed to synthesize it. The reactants are: [N+:1]([C:4]1[CH:9]=[CH:8][CH:7]=[CH:6][C:5]=1[S:10]([NH:13][CH2:14][C:15]([O:17][CH2:18][CH3:19])=[O:16])(=[O:12])=[O:11])([O-:3])=[O:2].C(=O)([O-])[O-].[K+].[K+].[I-].[Na+].[C:28]([O:31][CH2:32][C:33]([CH2:35]Cl)=[O:34])(=[O:30])[CH3:29]. (9) Given the product [Br:11][C:12]1[N:17]=[CH:16][C:15]2[CH:18]=[C:19]([C:21]3[CH:22]=[N:23][N:24]([CH3:26])[CH:25]=3)[N:20]([CH2:28][CH:29]3[CH2:31][CH2:30]3)[C:14]=2[CH:13]=1, predict the reactants needed to synthesize it. The reactants are: C[Si]([N-][Si](C)(C)C)(C)C.[Na+].[Br:11][C:12]1[N:17]=[CH:16][C:15]2[CH:18]=[C:19]([C:21]3[CH:22]=[N:23][N:24]([CH3:26])[CH:25]=3)[NH:20][C:14]=2[CH:13]=1.Br[CH2:28][CH:29]1[CH2:31][CH2:30]1. (10) Given the product [F:24][C:23]([F:26])([F:25])[C:21]([OH:27])=[O:22].[CH2:1]([S:3]([C:6]1[CH:20]=[CH:19][C:9]([CH2:10][NH2:11])=[CH:8][CH:7]=1)(=[O:5])=[O:4])[CH3:2], predict the reactants needed to synthesize it. The reactants are: [CH2:1]([S:3]([C:6]1[CH:20]=[CH:19][C:9]([CH2:10][NH:11]C(=O)OC(C)(C)C)=[CH:8][CH:7]=1)(=[O:5])=[O:4])[CH3:2].[C:21]([OH:27])([C:23]([F:26])([F:25])[F:24])=[O:22].